Dataset: Peptide-MHC class II binding affinity with 134,281 pairs from IEDB. Task: Regression. Given a peptide amino acid sequence and an MHC pseudo amino acid sequence, predict their binding affinity value. This is MHC class II binding data. (1) The peptide sequence is DEVLIEVNPPFGDSY. The MHC is DRB1_0101 with pseudo-sequence DRB1_0101. The binding affinity (normalized) is 0.300. (2) The peptide sequence is LIIITSIKAVYNFAT. The MHC is DRB1_0101 with pseudo-sequence DRB1_0101. The binding affinity (normalized) is 0.751.